From a dataset of Reaction yield outcomes from USPTO patents with 853,638 reactions. Predict the reaction yield, written as a fraction of the theoretical maximum amount of product (1.0 means a 100% yield; for example, 0.34 means a 34% yield). (1) The reactants are [NH2:1][CH:2]([C:7]1[CH:8]=[C:9]([C:13]2[CH:20]=[CH:19][C:16]([C:17]#[N:18])=[C:15]([CH3:21])[CH:14]=2)[CH:10]=[N:11][CH:12]=1)[C:3]([F:6])([F:5])[F:4].C(N(CC)CC)C.[CH2:29]([S:31](Cl)(=[O:33])=[O:32])[CH3:30]. The catalyst is C(Cl)Cl. The product is [C:17]([C:16]1[CH:19]=[CH:20][C:13]([C:9]2[CH:8]=[C:7]([CH:2]([NH:1][S:31]([CH2:29][CH3:30])(=[O:33])=[O:32])[C:3]([F:4])([F:6])[F:5])[CH:12]=[N:11][CH:10]=2)=[CH:14][C:15]=1[CH3:21])#[N:18]. The yield is 0.160. (2) The reactants are [NH2:1][C:2]1[CH:10]=[CH:9][C:8](Br)=[CH:7][C:3]=1[C:4]([OH:6])=[O:5].[Cu](C#N)[C:13]#[N:14].Cl. The catalyst is CN1CCCC1=O.O. The product is [NH2:1][C:2]1[CH:10]=[CH:9][C:8]([C:13]#[N:14])=[CH:7][C:3]=1[C:4]([OH:6])=[O:5]. The yield is 0.840. (3) The reactants are C(OC[N:9]1[C:13]2[N:14]=[C:15]([NH:28][C:29]3[CH:34]=[CH:33][C:32]([NH:35][CH:36]4[CH2:39][N:38]([CH2:40][CH2:41][F:42])[CH2:37]4)=[CH:31][C:30]=3[O:43][CH3:44])[N:16]=[C:17]([O:18][C:19]3[CH:24]=[CH:23][CH:22]=[C:21]([N+:25]([O-])=O)[CH:20]=3)[C:12]=2[CH:11]=[CH:10]1)(=O)C(C)(C)C.NN.O. The catalyst is [Pd].CO. The product is [NH2:25][C:21]1[CH:20]=[C:19]([CH:24]=[CH:23][CH:22]=1)[O:18][C:17]1[C:12]2[CH:11]=[CH:10][NH:9][C:13]=2[N:14]=[C:15]([NH:28][C:29]2[CH:34]=[CH:33][C:32]([NH:35][CH:36]3[CH2:39][N:38]([CH2:40][CH2:41][F:42])[CH2:37]3)=[CH:31][C:30]=2[O:43][CH3:44])[N:16]=1. The yield is 0.310. (4) The yield is 1.00. The product is [F:37][C:4]1[CH:3]=[C:2]([NH:1][C:50](=[O:51])[C:49]2[CH:53]=[CH:54][CH:55]=[CH:56][C:48]=2[F:47])[CH:36]=[CH:35][C:5]=1[O:6][C:7]1[CH:12]=[CH:11][N:10]=[C:9]2[CH:13]=[C:14]([C:16]3[N:17]([CH3:34])[C:18]([CH2:21][N:22]([CH2:30][CH2:31][O:32][CH3:33])[C:23](=[O:29])[O:24][C:25]([CH3:28])([CH3:27])[CH3:26])=[CH:19][N:20]=3)[S:15][C:8]=12. The reactants are [NH2:1][C:2]1[CH:36]=[CH:35][C:5]([O:6][C:7]2[CH:12]=[CH:11][N:10]=[C:9]3[CH:13]=[C:14]([C:16]4[N:17]([CH3:34])[C:18]([CH2:21][N:22]([CH2:30][CH2:31][O:32][CH3:33])[C:23](=[O:29])[O:24][C:25]([CH3:28])([CH3:27])[CH3:26])=[CH:19][N:20]=4)[S:15][C:8]=23)=[C:4]([F:37])[CH:3]=1.CCN(C(C)C)C(C)C.[F:47][C:48]1[CH:56]=[CH:55][CH:54]=[CH:53][C:49]=1[C:50](Cl)=[O:51]. The catalyst is C(Cl)Cl. (5) The reactants are Br[C:2]1[CH:3]=[C:4]([F:15])[C:5]2[CH2:10][O:9][CH:8]([CH2:11][NH:12][CH3:13])[O:7][C:6]=2[CH:14]=1.[CH3:16][S:17]([O-:19])=[O:18].[Na+].N1CCC[C@H]1C(O)=O. The catalyst is [Cu](I)I.CS(C)=O. The product is [F:15][C:4]1[C:5]2[CH2:10][O:9][CH:8]([CH2:11][NH:12][CH3:13])[O:7][C:6]=2[CH:14]=[C:2]([S:17]([CH3:16])(=[O:19])=[O:18])[CH:3]=1. The yield is 0.100.